Dataset: Peptide-MHC class I binding affinity with 185,985 pairs from IEDB/IMGT. Task: Regression. Given a peptide amino acid sequence and an MHC pseudo amino acid sequence, predict their binding affinity value. This is MHC class I binding data. (1) The peptide sequence is VILYFMYRK. The MHC is HLA-B15:17 with pseudo-sequence HLA-B15:17. The binding affinity (normalized) is 0.0847. (2) The peptide sequence is HRCQAIRK. The MHC is HLA-A11:01 with pseudo-sequence HLA-A11:01. The binding affinity (normalized) is 0.104.